Dataset: Experimentally validated miRNA-target interactions with 360,000+ pairs, plus equal number of negative samples. Task: Binary Classification. Given a miRNA mature sequence and a target amino acid sequence, predict their likelihood of interaction. (1) The miRNA is hsa-miR-551b-3p with sequence GCGACCCAUACUUGGUUUCAG. The protein sequence of the target gene is MALRGAAGATDTPVSSAGGAPGGSASSSSTSSGGSASAGAGLWAALYDYEARGEDELSLRRGQLVEVLSQDAAVSGDEGWWAGQVQRRLGIFPANYVAPCRPAASPAPPPSRPSSPVHVAFERLELKELIGAGGFGQVYRATWQGQEVAVKAARQDPEQDAAAAAESVRREARLFAMLRHPNIIELRGVCLQQPHLCLVLEFARGGALNRALAAANAAPDPRAPGPRRARRIPPHVLVNWAVQIARGMLYLHEEAFVPILHRDLKSSNILLLEKIEHDDICNKTLKITDFGLAREWHRTT.... Result: 1 (interaction). (2) The miRNA is hsa-miR-574-5p with sequence UGAGUGUGUGUGUGUGAGUGUGU. The protein sequence of the target gene is MSLARGHGDTAASTAAPLSEEGEVTSGLQALAVEDTGGPSASAGKAEDEGEGGREETEREGSGGEEAQGEVPSAGGEEPAEEDSEDWCVPCSDEEVELPADGQPWMPPPSEIQRLYELLAAHGTLELQAEILPRRPPTPEAQSEEERSDEEPEAKEEEEEKPHMPTEFDFDDEPVTPKDSLIDRRRTPGSSARSQKREARLDKVLSDMKRHKKLEEQILRTGRDLFSLDSEDPSPASPPLRSSGSSLFPRQRKY. Result: 0 (no interaction). (3) The miRNA is mmu-miR-3080-3p with sequence UCCUCGGGCAAAGCGCUUGACA. The protein sequence of the target gene is MRAPGSGRLALPLLLLAVVALAEGDAKGLKEGETPGNFMEDEQWLSSISQYSGKIKHWNRFRDEVEDDYIKSWEDNQQGDEALDTTKDPCQKVKCSRHKVCVAQGYQRAMCISRKKLEHRIKQPSLKLHGGKDSVCKPCHMAQLASVCGSDGHTYSSVCKLEQQACLSSKQLAVRCEGPCPCPTEQSTASTTDSKSETCTGQDLADLGDRLRDWFQLLRENSKQNGSANSATNPAGLDKSLGASCKDSIGWMFSKLDTSGDLFLDQTELAAINLDKYEVCIRPFFNSCDTYKDGRVSTAE.... Result: 1 (interaction). (4) The miRNA is hsa-miR-6819-5p with sequence UUGGGGUGGAGGGCCAAGGAGC. The protein sequence of the target gene is MSKNKDDAPHELESQFILRLPPEYAATVRRAVQSGHVNLKDKLSIELHPDGRHGIVRVDRVPLAAKLVDLPCVTESLKTIDKKTFYKTADISQMLVATVDGDLYPPVEEAAATADPKANKKKDKDKEKKFVWNHGITLPLKNVRKRRFRKTAKKKYIESPDVEKEVKRLLSTDAEAVSTRWEIIAEDETKETENQGLDISSPGMSGHRQGHDSLEHDELREIFNDLSSSSEDEEDVNILDTEEDLERQLQDKLNESDEQHQENEGTNQLVMGIQKQIDNMKGKLQETQDRAKRQEDLIMK.... Result: 0 (no interaction). (5) The miRNA is hsa-miR-675-5p with sequence UGGUGCGGAGAGGGCCCACAGUG. The protein sequence of the target gene is MAKAGSAGGPSPGGGAPWHLRNVLSDSVESSDDEFFDAREEVAEGKNAILIGMSQWSSNDLVEQIETIGKLDERQGDGATACTSSILQEKQRELYRVSLRRQRFPAQGSIEIHEDGEEGCSQRSCKTHVLLLVLHGGNVLDTGSGDPSCKAADIHTFSSVLEKVMRAHFPAALGHILIKFVPCPAICSEAFSLVSNLNPYSHDEGCLGTSQDHVPLAALPLLAISSPQYQDAVATVIERANHIYGEFLKSSDGIGFNGQVCLIGDCVGGLLAFDAICYSAGPSGDSPGSSSRKGSISSTQ.... Result: 0 (no interaction). (6) The miRNA is hsa-miR-204-3p with sequence GCUGGGAAGGCAAAGGGACGU. The protein sequence of the target gene is MAYQSLRLEYLQIPPVSRAYTTACVLTTAAVQLELITPFQLYFNPELIFKHFQIWRLITNFLFFGPVGFNFLFNMIFLYRYCRMLEEGSFRGRTADFVFMFLFGGFLMTLFGLFVSLVFLGQAFTIMLVYVWSRRNPYVRMNFFGLLNFQAPFLPWVLMGFSLLLGNSIIVDLLGIAVGHIYFFLEDVFPNQPGGIRILKTPSILKAIFDTPDEDPNYNPLPEERPGGFAWGEGQRLGG. Result: 1 (interaction). (7) The miRNA is hsa-miR-19b-3p with sequence UGUGCAAAUCCAUGCAAAACUGA. The protein sequence of the target gene is MPLVRYRKVVILGYRCVGKTSLAHQFVEGEFSEGYDPTVENTYSKIVTLGKDEFHLHLVDTAGQDEYSILPYSFIIGVHGYVLVYSVTSLHSFQVIESLYQKLHEGHGKTRVPVVLVGNKADLSPEREVQAVEGKKLAESWGATFMESSARENQLTQGIFTKVIQEIARVENSYGQERRCHLM. Result: 1 (interaction). (8) The miRNA is hsa-miR-200c-3p with sequence UAAUACUGCCGGGUAAUGAUGGA. The protein sequence of the target gene is MALVPGRSKEDGLWTRNSPGSSQHPESPRLPNPLWDRGKIGKVEGHQHIQVSTSSACVWQLAYPPVWPNLPAVPIQDFSQKSHLPSIVVESSEVNEESGDLHLPHEELLLLTDGEEEDAEAFFQDQSEEPGWAWSPQDPRSPLRTFNAGLSWGQDQDEEDACWILEDTACLEATNHCPFWDSTGSRVCRSGFVEYSHLLPPNSFEGAEEEAVQTPAGVESGAASEAPGGRGCDRPRADHAAPPQEAGVQCTCQHYTVREEAQKTPPADPACPEREDSHGSGSPFKASQD. Result: 0 (no interaction).